This data is from Reaction yield outcomes from USPTO patents with 853,638 reactions. The task is: Predict the reaction yield, written as a fraction of the theoretical maximum amount of product (1.0 means a 100% yield; for example, 0.34 means a 34% yield). (1) The reactants are [Br:1][C:2]1[CH:7]=[CH:6][C:5]([CH2:8]O)=[C:4]([S:10]([CH3:13])(=[O:12])=[O:11])[CH:3]=1.P(Br)(Br)([Br:16])=O.P(Br)(Br)Br. The catalyst is [Cl-].[Na+].O. The product is [Br:1][C:2]1[CH:7]=[CH:6][C:5]([CH2:8][Br:16])=[C:4]([S:10]([CH3:13])(=[O:12])=[O:11])[CH:3]=1. The yield is 0.800. (2) The reactants are [Br:1][C:2]1[N:7]=[C:6]([CH:8]=[O:9])[CH:5]=[CH:4][CH:3]=1.[BH4-].[Na+]. The catalyst is CO. The product is [Br:1][C:2]1[N:7]=[C:6]([CH2:8][OH:9])[CH:5]=[CH:4][CH:3]=1. The yield is 0.970.